This data is from Forward reaction prediction with 1.9M reactions from USPTO patents (1976-2016). The task is: Predict the product of the given reaction. (1) Given the reactants [C:1](=O)([O-])[O-].[Na+].[Na+].[Br:7][C:8]1[CH:36]=[CH:35][C:11]([CH2:12][O:13][C:14]2[C:15]([CH2:21][CH2:22][NH:23][CH2:24][C:25]3[CH:34]=[CH:33][C:28]([C:29]([O:31][CH3:32])=[O:30])=[CH:27][CH:26]=3)=[N:16][C:17]([CH3:20])=[CH:18][CH:19]=2)=[CH:10][CH:9]=1.Br[CH2:38][CH2:39][CH2:40][CH2:41][C:42]([O:44][CH3:45])=[O:43], predict the reaction product. The product is: [Br:7][C:8]1[CH:9]=[CH:10][C:11]([CH2:12][O:13][C:14]2[C:15]([CH2:21][CH2:22][N:23]([CH2:24][C:25]3[CH:26]=[CH:27][C:28]([C:29]([O:31][CH3:32])=[O:30])=[CH:33][CH:34]=3)[CH2:38][CH2:39][CH2:40][CH2:41][C:42]([O:44][CH2:45][CH3:1])=[O:43])=[N:16][C:17]([CH3:20])=[CH:18][CH:19]=2)=[CH:35][CH:36]=1. (2) Given the reactants [CH3:1][O:2][C:3]([NH:5][C@H:6]([C:11]([OH:13])=O)[C:7]([CH3:10])([CH3:9])[CH3:8])=[O:4].CN1CCOCC1.ClC(OCC(C)C)=O.[N:29]1[CH:34]=[CH:33][CH:32]=[CH:31][C:30]=1[C:35]1[CH:40]=[CH:39][C:38]([CH:41]=[N:42][NH2:43])=[CH:37][CH:36]=1, predict the reaction product. The product is: [CH3:1][O:2][C:3]([NH:5][C@H:6]([C:11]([NH:43][N:42]=[CH:41][C:38]1[CH:37]=[CH:36][C:35]([C:30]2[CH:31]=[CH:32][CH:33]=[CH:34][N:29]=2)=[CH:40][CH:39]=1)=[O:13])[C:7]([CH3:10])([CH3:9])[CH3:8])=[O:4]. (3) Given the reactants [Br:1][C:2]1[C:22]([Br:23])=[CH:21][C:20]([Br:24])=[CH:19][C:3]=1[C:4]([C:6]1[N:10]([CH3:11])[C:9]([CH2:12][C:13]([O:15]CC)=[O:14])=[CH:8][C:7]=1[CH3:18])=[O:5].C(I)CCCCC, predict the reaction product. The product is: [CH2:12]([C:9]1[N:10]([CH3:11])[C:6]([C:4](=[O:5])[C:3]2[CH:19]=[C:20]([Br:24])[CH:21]=[C:22]([Br:23])[C:2]=2[Br:1])=[C:7]([CH3:18])[CH:8]=1)[CH3:13].[CH2:9]([CH2:12][C:13]([O-:15])=[O:14])[CH2:8][CH2:7][CH2:6][CH2:4][CH3:3]. (4) Given the reactants Br[C:2]1[CH:3]=[C:4]([C:15]([O:17][CH3:18])=[O:16])[C:5]2[C:6]([CH3:14])=[CH:7][N:8]([CH:11]([CH3:13])[CH3:12])[C:9]=2[CH:10]=1.C([Sn](CCCC)(CCCC)[C:24]1[CH:29]=[CH:28][N:27]=[N:26][CH:25]=1)CCC, predict the reaction product. The product is: [CH:11]([N:8]1[C:9]2[CH:10]=[C:2]([C:24]3[CH:29]=[CH:28][N:27]=[N:26][CH:25]=3)[CH:3]=[C:4]([C:15]([O:17][CH3:18])=[O:16])[C:5]=2[C:6]([CH3:14])=[CH:7]1)([CH3:13])[CH3:12]. (5) Given the reactants Cl[C:2]1[N:7]=[CH:6][C:5]([CH2:8][N:9]2[CH:14]=[C:13]3[N:15]=[C:16]([C:18]4[CH:23]=[CH:22][CH:21]=[C:20]([F:24])[C:19]=4[F:25])[N:17]=[C:12]3[CH:11]=[N:10]2)=[CH:4][CH:3]=1.[CH2:26]([O:29][C:30]1[CH:35]=[CH:34][C:33](B(O)O)=[CH:32][CH:31]=1)[CH2:27][CH3:28], predict the reaction product. The product is: [F:25][C:19]1[C:20]([F:24])=[CH:21][CH:22]=[CH:23][C:18]=1[C:16]1[N:17]=[C:12]2[CH:11]=[N:10][N:9]([CH2:8][C:5]3[CH:6]=[N:7][C:2]([C:33]4[CH:34]=[CH:35][C:30]([O:29][CH2:26][CH2:27][CH3:28])=[CH:31][CH:32]=4)=[CH:3][CH:4]=3)[CH:14]=[C:13]2[N:15]=1. (6) The product is: [F:1][C:2]1[CH:26]=[CH:25][CH:24]=[C:23]([F:27])[C:3]=1[C:4]([NH:6][C:7]1[C:8]([C:12]2[NH:16][C:15]3[CH:17]=[CH:18][C:19]([CH:21]=[O:22])=[CH:20][C:14]=3[N:13]=2)=[N:9][NH:10][CH:11]=1)=[O:5]. Given the reactants [F:1][C:2]1[CH:26]=[CH:25][CH:24]=[C:23]([F:27])[C:3]=1[C:4]([NH:6][C:7]1[C:8]([C:12]2[NH:16][C:15]3[CH:17]=[CH:18][C:19]([CH2:21][OH:22])=[CH:20][C:14]=3[N:13]=2)=[N:9][NH:10][CH:11]=1)=[O:5], predict the reaction product.